From a dataset of Reaction yield outcomes from USPTO patents with 853,638 reactions. Predict the reaction yield, written as a fraction of the theoretical maximum amount of product (1.0 means a 100% yield; for example, 0.34 means a 34% yield). (1) The reactants are [F:1][C:2]([F:7])([F:6])[C:3]([OH:5])=[O:4].[CH2:8]([N:10]([CH2:12][C:13]1[S:17][CH:16]=[C:15]([C:18]2[CH:19]=[C:20]3[C:24](=[C:25]([C:27]([NH2:29])=[O:28])[CH:26]=2)[NH:23][CH:22]=[C:21]3[CH:30]2[CH2:35][CH2:34][N:33]([S:36]([CH2:39][CH3:40])(=[O:38])=[O:37])[CH2:32][CH2:31]2)[CH:14]=1)[CH3:11])[CH3:9].CN[CH2:43][CH3:44]. No catalyst specified. The product is [F:1][C:2]([F:7])([F:6])[C:3]([OH:5])=[O:4].[CH2:8]([N:10]([CH2:12][C:13]1[S:17][CH:16]=[C:15]([C:18]2[CH:19]=[C:20]3[C:24](=[C:25]([C:27]([NH2:29])=[O:28])[CH:26]=2)[NH:23][CH:22]=[C:21]3[CH:30]2[CH2:35][CH2:34][N:33]([S:36]([CH2:39][CH3:40])(=[O:37])=[O:38])[CH2:32][CH2:31]2)[CH:14]=1)[CH3:11])[CH2:9][CH2:43][CH3:44]. The yield is 0.158. (2) The reactants are [NH2:1][C:2]1[CH:9]=[CH:8][CH:7]=[CH:6][C:3]=1[CH:4]=O.Br[CH2:11][C:12]([C:14]1[CH:19]=[CH:18][C:17]([F:20])=[CH:16][CH:15]=1)=O.[OH-:21].[Na+].Cl. The catalyst is CO.O. The product is [F:20][C:17]1[CH:18]=[CH:19][C:14]([C:12]2[C:11]([OH:21])=[CH:4][C:3]3[C:2](=[CH:9][CH:8]=[CH:7][CH:6]=3)[N:1]=2)=[CH:15][CH:16]=1. The yield is 0.220. (3) The reactants are [CH3:1][S:2]([C:5]1[N:6]=[C:7](N2CCOCC2)[C:8]2[C:13]([C:14]3[CH:19]=[CH:18][CH:17]=[CH:16][CH:15]=3)=[C:12]([C:20]3[CH:25]=[CH:24][C:23]([C:26]4([NH:30][C:31](=[O:37])[O:32][C:33]([CH3:36])([CH3:35])[CH3:34])[CH2:29][CH2:28][CH2:27]4)=[CH:22][CH:21]=3)[O:11][C:9]=2[N:10]=1)(=[O:4])=[O:3].CSC1N=C([C:79]([F:82])([F:81])[F:80])C2C(C3C=CC=CC=3)=C(C3C=CC(C4(NC(=O)OC(C)(C)C)CCC4)=CC=3)OC=2N=1. No catalyst specified. The product is [CH3:1][S:2]([C:5]1[N:6]=[C:7]([C:79]([F:82])([F:81])[F:80])[C:8]2[C:13]([C:14]3[CH:19]=[CH:18][CH:17]=[CH:16][CH:15]=3)=[C:12]([C:20]3[CH:21]=[CH:22][C:23]([C:26]4([NH:30][C:31](=[O:37])[O:32][C:33]([CH3:36])([CH3:34])[CH3:35])[CH2:29][CH2:28][CH2:27]4)=[CH:24][CH:25]=3)[O:11][C:9]=2[N:10]=1)(=[O:3])=[O:4]. The yield is 0.690. (4) The product is [CH:54]1([NH:57][C:3](=[O:28])[C:4]2[CH:9]=[CH:8][C:7]([O:10][CH2:11][C:12]3[C:13]([C:21]4[CH:22]=[CH:23][C:24]([F:27])=[CH:25][CH:26]=4)=[N:14][O:15][C:16]=3[C:17]([F:20])([F:18])[F:19])=[N:6][CH:5]=2)[CH2:56][CH2:55]1. The reactants are CO[C:3](=[O:28])[C:4]1[CH:9]=[CH:8][C:7]([O:10][CH2:11][C:12]2[C:13]([C:21]3[CH:26]=[CH:25][C:24]([F:27])=[CH:23][CH:22]=3)=[N:14][O:15][C:16]=2[C:17]([F:20])([F:19])[F:18])=[N:6][CH:5]=1.COC(=O)C1C=CC(OCC2C(C3C=CC=C(F)C=3)=NOC=2C)=NC=1.[CH:54]1([NH2:57])[CH2:56][CH2:55]1. The yield is 0.540. No catalyst specified.